Regression. Given a peptide amino acid sequence and an MHC pseudo amino acid sequence, predict their binding affinity value. This is MHC class II binding data. From a dataset of Peptide-MHC class II binding affinity with 134,281 pairs from IEDB. The peptide sequence is NSCAKNYNCKILPNT. The MHC is HLA-DQA10501-DQB10301 with pseudo-sequence HLA-DQA10501-DQB10301. The binding affinity (normalized) is 0.0828.